This data is from Reaction yield outcomes from USPTO patents with 853,638 reactions. The task is: Predict the reaction yield, written as a fraction of the theoretical maximum amount of product (1.0 means a 100% yield; for example, 0.34 means a 34% yield). (1) The reactants are C(N(CC)CC)C.[F:15][C:14]([F:17])([F:16])[C:13](O[C:13](=[O:18])[C:14]([F:17])([F:16])[F:15])=[O:18].[NH2:21][C@H:22]1[CH2:26][CH2:25][N:24]([C:27]2[CH:35]=[CH:34][C:30]([C:31]([OH:33])=[O:32])=[C:29]([NH:36][CH:37]3[CH2:42][CH2:41][O:40][CH2:39][CH2:38]3)[CH:28]=2)[CH2:23]1.[F:43][C:44]([F:49])([F:48])[C:45](O)=[O:46]. The catalyst is ClCCl.O. The product is [F:43][C:44]([F:49])([F:48])[C:45]([N:36]([C:29]1[CH:28]=[C:27]([N:24]2[CH2:25][CH2:26][C@H:22]([NH:21][C:13](=[O:18])[C:14]([F:15])([F:16])[F:17])[CH2:23]2)[CH:35]=[CH:34][C:30]=1[C:31]([OH:33])=[O:32])[CH:37]1[CH2:42][CH2:41][O:40][CH2:39][CH2:38]1)=[O:46]. The yield is 0.140. (2) The reactants are [F:1][CH:2]([F:19])[CH2:3][NH:4][CH:5]1[CH2:11][CH2:10][C:9]2[C:12]([O:17][CH3:18])=[C:13]([NH2:16])[CH:14]=[CH:15][C:8]=2[CH2:7][CH2:6]1.Cl[C:21]1[N:26]=[C:25]([N:27]([CH3:40])[C:28]2[CH:33]=[CH:32][CH:31]=[CH:30][C:29]=2[S:34]([CH:37]([CH3:39])[CH3:38])(=[O:36])=[O:35])[C:24]([Cl:41])=[CH:23][N:22]=1. No catalyst specified. The yield is 0.0440. The product is [Cl:41][C:24]1[C:25]([N:27]([CH3:40])[C:28]2[CH:33]=[CH:32][CH:31]=[CH:30][C:29]=2[S:34]([CH:37]([CH3:38])[CH3:39])(=[O:36])=[O:35])=[N:26][C:21]([NH:16][C:13]2[CH:14]=[CH:15][C:8]3[CH2:7][CH2:6][CH:5]([NH:4][CH2:3][CH:2]([F:19])[F:1])[CH2:11][CH2:10][C:9]=3[C:12]=2[O:17][CH3:18])=[N:22][CH:23]=1. (3) The reactants are Cl[C:2]1[CH:7]=[CH:6][N:5]=[CH:4][C:3]=1[N+:8]([O-:10])=[O:9].[F:11][C:12]([F:28])([F:27])[C@H:13]1[CH2:18][NH:17][CH2:16][C@@H:15]([NH:19][C:20](=[O:26])[O:21][C:22]([CH3:25])([CH3:24])[CH3:23])[CH2:14]1.CCN(C(C)C)C(C)C. The catalyst is CC(O)C. The product is [N+:8]([C:3]1[CH:4]=[N:5][CH:6]=[CH:7][C:2]=1[N:17]1[CH2:18][C@H:13]([C:12]([F:28])([F:27])[F:11])[CH2:14][C@H:15]([NH:19][C:20](=[O:26])[O:21][C:22]([CH3:24])([CH3:23])[CH3:25])[CH2:16]1)([O-:10])=[O:9]. The yield is 0.800. (4) The reactants are [OH:1][CH2:2][CH2:3][CH:4]1[CH2:9][CH2:8][N:7](C(OC(C)(C)C)=O)[CH2:6][CH2:5]1.[C:17]1(O)[CH:22]=[CH:21][CH:20]=[CH:19][CH:18]=1. No catalyst specified. The product is [O:1]([CH2:2][CH2:3][CH:4]1[CH2:5][CH2:6][NH:7][CH2:8][CH2:9]1)[C:17]1[CH:22]=[CH:21][CH:20]=[CH:19][CH:18]=1. The yield is 0.560.